From a dataset of Forward reaction prediction with 1.9M reactions from USPTO patents (1976-2016). Predict the product of the given reaction. (1) Given the reactants [CH3:1][O:2][C:3](=[O:24])[C:4]([CH3:23])([CH3:22])[CH2:5][C:6]1[CH:11]=[C:10]([CH3:12])[C:9]([O:13]CC2C=CC=CC=2)=[CH:8][C:7]=1[CH3:21].[H][H], predict the reaction product. The product is: [CH3:1][O:2][C:3](=[O:24])[C:4]([CH3:22])([CH3:23])[CH2:5][C:6]1[CH:11]=[C:10]([CH3:12])[C:9]([OH:13])=[CH:8][C:7]=1[CH3:21]. (2) The product is: [O:26]1[C:25]2[CH:29]=[CH:30][C:22]([S:19]([N:14]([CH2:15][CH:16]([CH3:17])[CH3:18])[CH2:13][C@@H:12]([OH:31])[C@@H:11]([NH:32][C:33](=[O:43])[O:34][C@@H:35]3[C@H:42]4[C@H:38]([O:39][CH2:40][CH2:41]4)[O:37][CH2:36]3)[CH2:10][C:9]3[CH:44]=[CH:45][C:6]([O:5][CH2:4][CH2:3][CH2:2][NH:1][C:47]4[CH:52]=[CH:51][C:50]([C:53]#[N:54])=[CH:49][N:48]=4)=[CH:7][CH:8]=3)(=[O:21])=[O:20])=[CH:23][C:24]=2[O:28][CH2:27]1. Given the reactants [NH2:1][CH2:2][CH2:3][CH2:4][O:5][C:6]1[CH:45]=[CH:44][C:9]([CH2:10][C@H:11]([NH:32][C:33](=[O:43])[O:34][C@@H:35]2[C@H:42]3[C@H:38]([O:39][CH2:40][CH2:41]3)[O:37][CH2:36]2)[C@H:12]([OH:31])[CH2:13][N:14]([S:19]([C:22]2[CH:30]=[CH:29][C:25]3[O:26][CH2:27][O:28][C:24]=3[CH:23]=2)(=[O:21])=[O:20])[CH2:15][CH:16]([CH3:18])[CH3:17])=[CH:8][CH:7]=1.Cl[C:47]1[CH:52]=[CH:51][C:50]([C:53]#[N:54])=[CH:49][N:48]=1.C(N(CC)C(C)C)(C)C, predict the reaction product. (3) The product is: [OH:25][N:20]1[CH2:21][CH2:22][CH2:23][CH2:24][CH:18]([S:15]([C:12]2[CH:11]=[CH:10][C:9]([C:6]3[CH:7]=[CH:8][C:3]([O:2][CH3:1])=[CH:4][CH:5]=3)=[CH:14][CH:13]=2)(=[O:17])=[O:16])[C:19]1=[O:45]. Given the reactants [CH3:1][O:2][C:3]1[CH:8]=[CH:7][C:6]([C:9]2[CH:14]=[CH:13][C:12]([S:15]([CH:18]3[CH2:24][CH2:23][CH2:22][CH2:21][N:20]([O:25]C(C4C=CC=CC=4)(C4C=CC=CC=4)C4C=CC=CC=4)[C:19]3=[O:45])(=[O:17])=[O:16])=[CH:11][CH:10]=2)=[CH:5][CH:4]=1.C(O)(C(F)(F)F)=O, predict the reaction product. (4) Given the reactants [C:1]([N:8]1[CH:12]=[CH:11]N=C1)([N:3]1C=CN=C1)=[S:2].[C:13]([C:17]1[CH:23]=CC(N)=[CH:19][CH:18]=1)([CH3:16])([CH3:15])[CH3:14].N, predict the reaction product. The product is: [C:13]([C:17]1[CH:23]=[CH:11][C:12]([NH:8][C:1]([NH2:3])=[S:2])=[CH:19][CH:18]=1)([CH3:16])([CH3:15])[CH3:14]. (5) Given the reactants Cl.[CH:2]1([NH:8][NH2:9])[CH2:7][CH2:6][CH2:5][CH2:4][CH2:3]1.[CH2:10]([O:12][C:13](=[O:21])[C:14]([C:19]#[N:20])=[CH:15]OCC)[CH3:11].C(=O)(O)[O-].[Na+], predict the reaction product. The product is: [CH2:10]([O:12][C:13]([C:14]1[CH:15]=[N:9][N:8]([CH:2]2[CH2:7][CH2:6][CH2:5][CH2:4][CH2:3]2)[C:19]=1[NH2:20])=[O:21])[CH3:11].